Task: Predict the reactants needed to synthesize the given product.. Dataset: Full USPTO retrosynthesis dataset with 1.9M reactions from patents (1976-2016) (1) Given the product [Cl:7][C:8]1[CH:18]=[CH:17][C:11]2[N:12]([CH2:29][CH2:20][CH2:21][CH2:22][CH2:23][C:24]([O:26][CH2:27][CH3:28])=[O:25])[C:13](=[O:16])[CH2:14][S:15][C:10]=2[CH:9]=1, predict the reactants needed to synthesize it. The reactants are: C(=O)([O-])[O-].[Cs+].[Cs+].[Cl:7][C:8]1[CH:18]=[CH:17][C:11]2[NH:12][C:13](=[O:16])[CH2:14][S:15][C:10]=2[CH:9]=1.Br[CH:20]([CH3:29])[CH2:21][CH2:22][CH2:23][C:24]([O:26][CH2:27][CH3:28])=[O:25].O. (2) Given the product [CH3:1][C:2]([C:3]1[CH:4]=[C:5]([NH2:6])[O:21][N:28]=1)([CH3:20])[CH2:8][O:9][Si:10]([CH:17]([CH3:19])[CH3:18])([CH:14]([CH3:16])[CH3:15])[CH:11]([CH3:13])[CH3:12], predict the reactants needed to synthesize it. The reactants are: [CH3:1][C:2]([CH3:20])([CH2:8][O:9][Si:10]([CH:17]([CH3:19])[CH3:18])([CH:14]([CH3:16])[CH3:15])[CH:11]([CH3:13])[CH3:12])[C:3](=O)[CH2:4][C:5]#[N:6].[OH-:21].[Na+].S(O)(O)(=O)=O.[NH2:28]O. (3) Given the product [F:17][C:12]1[CH:13]=[CH:14][CH:15]=[CH:16][C:11]=1[C@:2]1([NH:1][C:36]([NH:35][C:33](=[O:34])[O:32][CH2:31][CH:18]2[C:19]3[CH:20]=[CH:21][CH:22]=[CH:30][C:29]=3[C:28]3[C:27]2=[CH:26][CH:25]=[CH:24][CH:23]=3)=[S:37])[CH2:6][C@H:5]([O:7][CH3:8])[CH2:4][C@H:3]1[CH2:9][OH:10], predict the reactants needed to synthesize it. The reactants are: [NH2:1][C@@:2]1([C:11]2[CH:16]=[CH:15][CH:14]=[CH:13][C:12]=2[F:17])[CH2:6][C@H:5]([O:7][CH3:8])[CH2:4][C@H:3]1[CH2:9][OH:10].[C:18]1([CH2:31][O:32][C:33]([N:35]=[C:36]=[S:37])=[O:34])[C:30]2[CH2:29][C:28]3[C:23](=[CH:24][CH:25]=[CH:26][CH:27]=3)[C:22]=2[CH:21]=[CH:20][CH:19]=1. (4) Given the product [F:10][C:9]([F:12])([F:11])[C:7]1[CH:6]=[C:5]([C:13]2[N:17]=[CH:16][N:15](/[CH:18]=[CH:19]\[C:20]([NH:35][NH:34][C:32]([CH:29]3[CH2:30][CH2:31][N:26]([CH3:25])[CH2:27][CH2:28]3)=[O:33])=[O:21])[N:14]=2)[CH:4]=[C:3]([C:2]([F:23])([F:24])[F:1])[CH:8]=1, predict the reactants needed to synthesize it. The reactants are: [F:1][C:2]([F:24])([F:23])[C:3]1[CH:4]=[C:5]([C:13]2[N:17]=[CH:16][N:15](/[CH:18]=[CH:19]\[C:20](O)=[O:21])[N:14]=2)[CH:6]=[C:7]([C:9]([F:12])([F:11])[F:10])[CH:8]=1.[CH3:25][N:26]1[CH2:31][CH2:30][CH:29]([C:32]([NH:34][NH2:35])=[O:33])[CH2:28][CH2:27]1.C(P1(=O)OP(CCC)(=O)OP(CCC)(=O)O1)CC.CCN(C(C)C)C(C)C.